Dataset: Full USPTO retrosynthesis dataset with 1.9M reactions from patents (1976-2016). Task: Predict the reactants needed to synthesize the given product. (1) Given the product [F:1][C:2]1[C:10]([C:11]2[CH:12]=[CH:13][C:14]([O:17][CH2:18][CH2:19][OH:20])=[CH:15][CH:16]=2)=[C:9]([F:21])[CH:8]=[C:7]2[C:3]=1[C:4]([C:22]([OH:25])=[O:23])=[CH:5][NH:6]2, predict the reactants needed to synthesize it. The reactants are: [F:1][C:2]1[C:10]([C:11]2[CH:16]=[CH:15][C:14]([O:17][CH2:18][CH2:19][OH:20])=[CH:13][CH:12]=2)=[C:9]([F:21])[CH:8]=[C:7]2[C:3]=1[C:4]([CH:22]=[O:23])=[CH:5][NH:6]2.Cl([O-])=[O:25].[Na+].P([O-])(O)(O)=O.[Na+].S([O-])([O-])=O.[Na+].[Na+]. (2) Given the product [F:1][C:2]1[CH:7]=[CH:6][CH:5]=[C:4]2[C:3]=1[C:11]([CH3:12])=[N:10][CH2:9][CH2:8]2, predict the reactants needed to synthesize it. The reactants are: [F:1][C:2]1[CH:3]=[C:4]([CH2:8][CH2:9][NH:10][C:11](=O)[CH3:12])[CH:5]=[CH:6][CH:7]=1.O=P12OP3(OP(OP(O3)(O1)=O)(=O)O2)=O.